This data is from Full USPTO retrosynthesis dataset with 1.9M reactions from patents (1976-2016). The task is: Predict the reactants needed to synthesize the given product. (1) Given the product [C:12]([O:15][C:16]([NH:1][CH:2]([CH2:3][CH:4]([CH3:6])[CH3:5])[CH2:7][C:8]([OH:10])=[O:9])=[O:17])([CH3:14])([CH3:13])[CH3:11], predict the reactants needed to synthesize it. The reactants are: [NH2:1][CH:2]([CH2:7][C:8]([OH:10])=[O:9])[CH2:3][CH:4]([CH3:6])[CH3:5].[CH3:11][C:12]([O:15][C:16](O[C:16]([O:15][C:12]([CH3:14])([CH3:13])[CH3:11])=[O:17])=[O:17])([CH3:14])[CH3:13].Cl. (2) Given the product [CH3:36][N:35]([CH3:37])[S:32]([C:28]1[CH:29]=[CH:30][CH:31]=[C:26]([NH:25][C:2]2[C:3]3[NH:15][N:14]=[CH:13][C:4]=3[N:5]=[C:6]([C:8]3[S:9][CH:10]=[CH:11][CH:12]=3)[N:7]=2)[CH:27]=1)(=[O:33])=[O:34], predict the reactants needed to synthesize it. The reactants are: Cl[C:2]1[C:3]2[C:4](=[CH:13][N:14](CC3C=CC(OC)=CC=3)[N:15]=2)[N:5]=[C:6]([C:8]2[S:9][CH:10]=[CH:11][CH:12]=2)[N:7]=1.[NH2:25][C:26]1[CH:27]=[C:28]([S:32]([N:35]([CH3:37])[CH3:36])(=[O:34])=[O:33])[CH:29]=[CH:30][CH:31]=1.Cl. (3) Given the product [CH:1]1([CH2:7][C:8]2[N:9]=[C:10]([C:13]3[O:17][C:16]([CH2:18][C:19]([CH3:24])([CH3:23])[C:20]([OH:22])=[O:21])=[N:15][N:14]=3)[S:11][C:12]=2[C:26]2[C:35]3[C:30](=[CH:31][CH:32]=[CH:33][CH:34]=3)[C:29]([S:36](=[O:38])(=[O:37])[NH:39][C@@H:40]([CH3:45])[C:41]([F:42])([F:44])[F:43])=[N:28][CH:27]=2)[CH2:2][CH2:3][CH2:4][CH2:5][CH2:6]1, predict the reactants needed to synthesize it. The reactants are: [CH:1]1([CH2:7][C:8]2[N:9]=[C:10]([C:13]3[O:17][C:16]([CH2:18][C:19]([CH3:24])([CH3:23])[C:20]([OH:22])=[O:21])=[N:15][N:14]=3)[S:11][CH:12]=2)[CH2:6][CH2:5][CH2:4][CH2:3][CH2:2]1.Br[C:26]1[C:35]2[C:30](=[CH:31][CH:32]=[CH:33][CH:34]=2)[C:29]([S:36]([NH:39][C@@H:40]([CH3:45])[C:41]([F:44])([F:43])[F:42])(=[O:38])=[O:37])=[N:28][CH:27]=1. (4) Given the product [CH:21]1([C:17]2[NH:16][C:15]3[C:14](=[O:26])[N:13]([CH2:27][CH2:28][CH3:29])[C:12]([NH:11][CH2:10][C:7]4[CH:8]=[CH:9][C:4]([C:3]([OH:30])=[O:2])=[CH:5][CH:6]=4)=[N:20][C:19]=3[N:18]=2)[CH2:25][CH2:24][CH2:23][CH2:22]1, predict the reactants needed to synthesize it. The reactants are: C[O:2][C:3](=[O:30])[C:4]1[CH:9]=[CH:8][C:7]([CH2:10][NH:11][C:12]2[N:13]([CH2:27][CH2:28][CH3:29])[C:14](=[O:26])[C:15]3[NH:16][C:17]([CH:21]4[CH2:25][CH2:24][CH2:23][CH2:22]4)=[N:18][C:19]=3[N:20]=2)=[CH:6][CH:5]=1.[OH-].[Na+]. (5) Given the product [CH3:1][C:2]1[CH:7]=[CH:6][C:5]([NH:8][C:9](=[O:20])[C:10]2[CH:15]=[CH:14][CH:13]=[C:12]([C:16]([F:18])([F:19])[F:17])[CH:11]=2)=[CH:4][C:3]=1[C:31]1[CH:32]=[C:33]2[C:38](=[CH:39][CH:40]=1)[N:37]=[CH:36][N:35]=[CH:34]2, predict the reactants needed to synthesize it. The reactants are: [CH3:1][C:2]1[CH:7]=[CH:6][C:5]([NH:8][C:9](=[O:20])[C:10]2[CH:15]=[CH:14][CH:13]=[C:12]([C:16]([F:19])([F:18])[F:17])[CH:11]=2)=[CH:4][C:3]=1B1OC(C)(C)C(C)(C)O1.Br[C:31]1[CH:32]=[C:33]2[C:38](=[CH:39][CH:40]=1)[N:37]=[CH:36][N:35]=[CH:34]2.C(=O)([O-])[O-].[Na+].[Na+].C1(P(C2C=CC=CC=2)C2C=CC=CC=2)C=CC=CC=1. (6) The reactants are: [Cl:1][C:2]1[C:3]([F:28])=[C:4]([CH:8]2[C:12]([C:15]3[CH:20]=[CH:19][C:18]([Cl:21])=[CH:17][C:16]=3[F:22])([C:13]#[N:14])[CH:11]([CH2:23][C:24]([CH3:27])([CH3:26])[CH3:25])[CH2:10][NH:9]2)[CH:5]=[CH:6][CH:7]=1.[C:29](Cl)(Cl)=[O:30].C(N(CC)CC)C.[NH:40]1[C:44]([C:45]2[CH:46]=[C:47]([NH2:51])[CH:48]=[CH:49][CH:50]=2)=[N:43][N:42]=[N:41]1. Given the product [NH:43]1[C:44]([C:45]2[CH:46]=[C:47]([NH:51][C:29]([N:9]3[CH2:10][CH:11]([CH2:23][C:24]([CH3:25])([CH3:27])[CH3:26])[C:12]([C:15]4[CH:20]=[CH:19][C:18]([Cl:21])=[CH:17][C:16]=4[F:22])([C:13]#[N:14])[CH:8]3[C:4]3[CH:5]=[CH:6][CH:7]=[C:2]([Cl:1])[C:3]=3[F:28])=[O:30])[CH:48]=[CH:49][CH:50]=2)=[N:40][N:41]=[N:42]1, predict the reactants needed to synthesize it. (7) Given the product [NH2:26][C:24]1[N:25]=[C:10]([OH:11])[C:9]([CH2:8][C:7]2[CH:17]=[CH:18][C:4]([CH2:3][C:1]#[N:2])=[CH:5][CH:6]=2)=[C:14]([CH3:15])[N:23]=1, predict the reactants needed to synthesize it. The reactants are: [C:1]([CH2:3][C:4]1[CH:18]=[CH:17][C:7]([CH2:8][CH:9]([C:14](=O)[CH3:15])[C:10](OC)=[O:11])=[CH:6][CH:5]=1)#[N:2].C(=O)(O)O.[NH2:23][C:24]([NH2:26])=[NH:25].C(O)(=O)C.